This data is from Full USPTO retrosynthesis dataset with 1.9M reactions from patents (1976-2016). The task is: Predict the reactants needed to synthesize the given product. (1) Given the product [CH3:21][O:20][C:9]1[CH:8]=[C:7]([CH2:1][CH2:2][CH2:3][CH2:4][CH2:5][CH2:6][CH2:22][CH3:23])[CH:12]=[CH:11][C:10]=1[O:13][C:14]1[CH:19]=[CH:18][CH:17]=[CH:16][CH:15]=1, predict the reactants needed to synthesize it. The reactants are: [CH2:1]([C:7]1[CH:12]=[CH:11][C:10]([O:13][C:14]2[CH:19]=[CH:18][CH:17]=[CH:16][CH:15]=2)=[C:9]([O:20][CH3:21])[CH:8]=1)[CH2:2][CH2:3][CH2:4][CH2:5][CH3:6].[CH2:22]([Mg]Cl)[CH2:23]CCCC.C([Mg]Cl)CCCCCCC. (2) Given the product [CH2:8]([O:10][C:11]1[CH:12]=[C:13]([C:14]([OH:15])=[C:4]([C:3]#[N:7])[C:5]#[N:6])[CH:17]=[CH:18][C:19]=1[O:20][CH3:21])[CH3:9], predict the reactants needed to synthesize it. The reactants are: [H-].[Na+].[C:3](#[N:7])[CH2:4][C:5]#[N:6].[CH2:8]([O:10][C:11]1[CH:12]=[C:13]([CH:17]=[CH:18][C:19]=1[O:20][CH3:21])[C:14](Cl)=[O:15])[CH3:9]. (3) Given the product [NH2:1][C:4]1[CH:5]=[N:6][C:7]2[C:12]([C:13]=1[NH:14][CH2:15][C:16]1([OH:22])[CH2:21][CH2:20][CH2:19][CH2:18][CH2:17]1)=[N:11][CH:10]=[CH:9][CH:8]=2, predict the reactants needed to synthesize it. The reactants are: [N+:1]([C:4]1[CH:5]=[N:6][C:7]2[C:12]([C:13]=1[NH:14][CH2:15][C:16]1([OH:22])[CH2:21][CH2:20][CH2:19][CH2:18][CH2:17]1)=[N:11][CH:10]=[CH:9][CH:8]=2)([O-])=O. (4) The reactants are: [CH2:1]([O:4][N:5]([C@H:18]1[CH2:23][N:22](C(OC(C)(C)C)=O)[C@H:21]([CH2:31][O:32][CH3:33])[CH:20]=[C:19]1[C:34](=[O:37])[NH:35][CH3:36])[S:6]([C:9]1[CH:14]=[CH:13][CH:12]=[CH:11][C:10]=1[N+:15]([O-:17])=[O:16])(=[O:8])=[O:7])[CH:2]=[CH2:3].Cl. Given the product [CH2:1]([O:4][N:5]([C@@H:18]1[C:19]([C:34]([NH:35][CH3:36])=[O:37])=[CH:20][C@@H:21]([CH2:31][O:32][CH3:33])[NH:22][CH2:23]1)[S:6]([C:9]1[CH:14]=[CH:13][CH:12]=[CH:11][C:10]=1[N+:15]([O-:17])=[O:16])(=[O:8])=[O:7])[CH:2]=[CH2:3], predict the reactants needed to synthesize it. (5) Given the product [CH:72]12[N:75]([C:76]3[CH:81]=[CH:80][C:79]([NH:82][C:83]([C:85]4[C:94](=[O:95])[C:93]5[C:88](=[CH:89][CH:90]=[CH:91][C:92]=5[C:96]([F:97])([F:98])[F:99])[NH:87][CH:86]=4)=[O:84])=[C:78]([C:100]([F:103])([F:102])[F:101])[CH:77]=3)[CH:69]([CH2:70][CH2:71]1)[CH2:74][CH2:73]2, predict the reactants needed to synthesize it. The reactants are: CC1CCCO1.Cl.NC1C=CC(N2C3CCC2CC3)=CC=1C(F)(F)F.O=C1C2C(=CC=CC=2C(F)(F)F)NC=C1C(O)=O.C(P1(=O)OP(CCC)(=O)OP(CCC)(=O)O1)CC.N1C=CC=CC=1.Cl.[CH:69]12[N:75]([C:76]3[CH:81]=[CH:80][C:79]([NH:82][C:83]([C:85]4[C:94](=[O:95])[C:93]5[C:88](=[CH:89][CH:90]=[CH:91][C:92]=5[C:96]([F:99])([F:98])[F:97])[NH:87][CH:86]=4)=[O:84])=[C:78]([C:100]([F:103])([F:102])[F:101])[CH:77]=3)[CH:72]([CH2:73][CH2:74]1)[CH2:71][CH2:70]2.Cl. (6) Given the product [Cl:19][C:13]1[CH:14]=[C:15]([Cl:18])[CH:16]=[CH:17][C:12]=1[C:10]1[N:11]=[C:7]([CH2:6][C:5]2[CH:34]=[CH:35][C:2]([C:45]3[CH:44]=[CH:43][C:42]([CH:40]4[CH2:41][CH:38]([CH2:36][CH3:37])[CH2:39]4)=[CH:47][CH:46]=3)=[CH:3][CH:4]=2)[N:8]([C:20]2[CH:21]=[CH:22][C:23]([N:26]3[S:30](=[O:32])(=[O:31])[NH:29][C:28](=[O:33])[CH2:27]3)=[CH:24][CH:25]=2)[CH:9]=1, predict the reactants needed to synthesize it. The reactants are: Br[C:2]1[CH:35]=[CH:34][C:5]([CH2:6][C:7]2[N:8]([C:20]3[CH:25]=[CH:24][C:23]([N:26]4[S:30](=[O:32])(=[O:31])[NH:29][C:28](=[O:33])[CH2:27]4)=[CH:22][CH:21]=3)[CH:9]=[C:10]([C:12]3[CH:17]=[CH:16][C:15]([Cl:18])=[CH:14][C:13]=3[Cl:19])[N:11]=2)=[CH:4][CH:3]=1.[CH2:36]([CH:38]1[CH2:41][CH:40]([C:42]2[CH:47]=[CH:46][C:45](B(O)O)=[CH:44][CH:43]=2)[CH2:39]1)[CH3:37].BrC1C=CC(C2CC(=O)C2)=CC=1.BrC1C=CC=CC=1C=O. (7) Given the product [CH:19]([N:22]([C:8](=[O:10])[NH:4][CH2:3][C:2]([F:6])([F:5])[F:1])[NH:23][C:24]([O:25][C:26]([CH3:28])([CH3:27])[CH3:29])=[O:30])([CH3:21])[CH3:20], predict the reactants needed to synthesize it. The reactants are: [F:1][C:2]([F:6])([F:5])[CH2:3][NH2:4].Cl[C:8](Cl)([O:10]C(=O)OC(Cl)(Cl)Cl)Cl.[CH:19]([NH:22][NH:23][C:24](=[O:30])[O:25][C:26]([CH3:29])([CH3:28])[CH3:27])([CH3:21])[CH3:20].O. (8) The reactants are: [CH2:1]([C:6]1[CH:13]=[CH:12][C:9]([CH2:10][NH2:11])=[CH:8][CH:7]=1)[CH2:2][CH2:3][CH2:4][CH3:5].Cl[CH2:15][C:16]1[N:17]=[C:18]([C:21]2[CH:29]=[CH:28][C:24]([C:25](Cl)=[O:26])=[CH:23][CH:22]=2)[S:19][CH:20]=1.[C:30]1([CH2:36][CH2:37][C:38](Cl)=[O:39])[CH:35]=[CH:34][CH:33]=[CH:32][CH:31]=1.C[O:42][C:43](=[O:54])[CH2:44][O:45][C:46]1[CH:51]=[CH:50][C:49]([CH2:52][NH2:53])=[CH:48][CH:47]=1. Given the product [CH2:1]([C:6]1[CH:13]=[CH:12][C:9]([CH2:10][NH:11][C:25]([C:24]2[CH:28]=[CH:29][C:21]([C:18]3[S:19][CH:20]=[C:16]([CH2:15][N:53]([CH2:52][C:49]4[CH:50]=[CH:51][C:46]([O:45][CH2:44][C:43]([OH:54])=[O:42])=[CH:47][CH:48]=4)[C:38](=[O:39])[CH2:37][CH2:36][C:30]4[CH:35]=[CH:34][CH:33]=[CH:32][CH:31]=4)[N:17]=3)=[CH:22][CH:23]=2)=[O:26])=[CH:8][CH:7]=1)[CH2:2][CH2:3][CH2:4][CH3:5], predict the reactants needed to synthesize it. (9) Given the product [C:1]([O:5][C:6]([NH:8][C@@H:9]([CH2:13][C:14]1[CH:15]=[C:16]([O:22][CH3:23])[C:17]([O:20][CH3:21])=[C:18]([O:29][CH3:28])[CH:19]=1)[C:10]([OH:12])=[O:11])=[O:7])([CH3:2])([CH3:3])[CH3:4], predict the reactants needed to synthesize it. The reactants are: [C:1]([O:5][C:6]([NH:8][C@@H:9]([CH2:13][C:14]1[CH:19]=[CH:18][C:17]([O:20][CH3:21])=[C:16]([O:22][CH3:23])[C:15]=1OC)[C:10]([OH:12])=[O:11])=[O:7])([CH3:4])([CH3:3])[CH3:2].N[C@@H](CC1C=C(OC)C(OC)=C(OC)C=1)[C:28](O)=[O:29].